From a dataset of Catalyst prediction with 721,799 reactions and 888 catalyst types from USPTO. Predict which catalyst facilitates the given reaction. (1) Reactant: [F:1][C:2]1([F:14])[C:7]([F:9])([F:8])[C:6]([F:11])([F:10])[C:5](=O)[O:4][C:3]1=[O:13].[N+:15]([C:18]1[CH:23]=[CH:22][C:21]([C:24](=[NH:27])[NH:25][NH2:26])=[CH:20][CH:19]=1)([O-:17])=[O:16].C(#N)C. Product: [F:14][C:2]([F:1])([C:7]([F:9])([F:8])[C:6]([F:11])([F:10])[C:5]1[NH:27][C:24]([C:21]2[CH:20]=[CH:19][C:18]([N+:15]([O-:17])=[O:16])=[CH:23][CH:22]=2)=[N:25][N:26]=1)[C:3]([OH:4])=[O:13]. The catalyst class is: 4. (2) Reactant: C([N:14]1[CH2:17][C:16]([O:19][C:20]2[CH:25]=[C:24]([Br:26])[CH:23]=[CH:22][C:21]=2[O:27][CH2:28][C:29]2[CH:34]=[CH:33][CH:32]=[C:31]([Cl:35])[CH:30]=2)([CH3:18])[CH2:15]1)(C1C=CC=CC=1)C1C=CC=CC=1.ClCCOC=O. Product: [Br:26][C:24]1[CH:23]=[CH:22][C:21]([O:27][CH2:28][C:29]2[CH:34]=[CH:33][CH:32]=[C:31]([Cl:35])[CH:30]=2)=[C:20]([CH:25]=1)[O:19][C:16]1([CH3:18])[CH2:15][NH:14][CH2:17]1. The catalyst class is: 26. (3) Reactant: [C:1]([O:4][CH:5]1[C:9]2=[N:10][CH:11]=[C:12]([NH2:29])[C:13]([N:14]3[CH2:19][C@H:18]([CH3:20])[CH2:17][C@H:16]([NH:21][C:22]([O:24][C:25]([CH3:28])([CH3:27])[CH3:26])=[O:23])[CH2:15]3)=[C:8]2[CH2:7][CH2:6]1)(=[O:3])[CH3:2].[C:30]([O:34][C:35]([NH:37][C:38]1[S:42][C:41]([C:43]2[C:48]([F:49])=[CH:47][CH:46]=[CH:45][C:44]=2[F:50])=[N:40][C:39]=1[C:51](O)=[O:52])=[O:36])([CH3:33])([CH3:32])[CH3:31].CN(C(ON1N=NC2C=CC=NC1=2)=[N+](C)C)C.F[P-](F)(F)(F)(F)F.CCN(C(C)C)C(C)C. Product: [C:1]([O:4][CH:5]1[C:9]2=[N:10][CH:11]=[C:12]([NH:29][C:51]([C:39]3[N:40]=[C:41]([C:43]4[C:48]([F:49])=[CH:47][CH:46]=[CH:45][C:44]=4[F:50])[S:42][C:38]=3[NH:37][C:35]([O:34][C:30]([CH3:33])([CH3:32])[CH3:31])=[O:36])=[O:52])[C:13]([N:14]3[CH2:19][C@H:18]([CH3:20])[CH2:17][C@H:16]([NH:21][C:22]([O:24][C:25]([CH3:28])([CH3:27])[CH3:26])=[O:23])[CH2:15]3)=[C:8]2[CH2:7][CH2:6]1)(=[O:3])[CH3:2]. The catalyst class is: 121. (4) Reactant: [CH2:1]([NH:8][C@H:9]([CH:11]1[CH2:14][CH2:13][CH2:12]1)[CH3:10])[C:2]1[CH:7]=[CH:6][CH:5]=[CH:4][CH:3]=1.[Br:15][CH2:16][C:17](Br)=[O:18]. Product: [CH2:1]([N:8]([C@H:9]([CH:11]1[CH2:12][CH2:13][CH2:14]1)[CH3:10])[C:17](=[O:18])[CH2:16][Br:15])[C:2]1[CH:7]=[CH:6][CH:5]=[CH:4][CH:3]=1. The catalyst class is: 2. (5) Reactant: [CH2:1]1[C:7]2[CH:8]=[CH:9][C:10]([C:12](OC)=[O:13])=[CH:11][C:6]=2[CH2:5][CH2:4][N:3]([C:16]([O:18][C:19]([CH3:22])([CH3:21])[CH3:20])=[O:17])[CH2:2]1.[H-].[Al+3].[Li+].[H-].[H-].[H-]. Product: [OH:13][CH2:12][C:10]1[CH:9]=[CH:8][C:7]2[CH2:1][CH2:2][N:3]([C:16]([O:18][C:19]([CH3:20])([CH3:21])[CH3:22])=[O:17])[CH2:4][CH2:5][C:6]=2[CH:11]=1. The catalyst class is: 27. (6) Reactant: [CH3:1][O:2][C:3]([C:5]1[S:12][C:11]2[CH:10]=[C:9]([C:13]3[CH:14]=[C:15]4[C:20](=[CH:21][CH:22]=3)[N:19]=[C:18](Cl)[CH:17]=[CH:16]4)[NH:8][C:7]=2[CH:6]=1)=[O:4].[CH3:24][C:25]1[S:26][C:27](B2OC(C)(C)C(C)(C)O2)=[C:28]([CH3:30])[N:29]=1.[O-]P([O-])([O-])=O.[K+].[K+].[K+]. Product: [CH3:1][O:2][C:3]([C:5]1[S:12][C:11]2[CH:10]=[C:9]([C:13]3[CH:14]=[C:15]4[C:20](=[CH:21][CH:22]=3)[N:19]=[C:18]([C:27]3[S:26][C:25]([CH3:24])=[N:29][C:28]=3[CH3:30])[CH:17]=[CH:16]4)[NH:8][C:7]=2[CH:6]=1)=[O:4]. The catalyst class is: 203.